Dataset: Forward reaction prediction with 1.9M reactions from USPTO patents (1976-2016). Task: Predict the product of the given reaction. (1) Given the reactants [C:1]1([C:7]([CH:9]2[CH:11]([C:12]3[CH:17]=[CH:16][CH:15]=[CH:14][CH:13]=3)[O:10]2)=O)[CH:6]=[CH:5][CH:4]=[CH:3]C=1.B(F)(F)F.C[CH2:23][O:24]CC, predict the reaction product. The product is: [O:10]=[C:9]([C:7]1[CH:3]=[CH:4][CH:5]=[CH:6][CH:1]=1)[CH:11]([C:12]1[CH:13]=[CH:14][CH:15]=[CH:16][CH:17]=1)[CH:23]=[O:24]. (2) Given the reactants [F:1][C:2]1[CH:7]=[CH:6][CH:5]=[C:4]([F:8])[C:3]=1[OH:9].C1C(=O)N([Br:17])C(=O)C1, predict the reaction product. The product is: [Br:17][C:6]1[CH:7]=[C:2]([F:1])[C:3]([OH:9])=[C:4]([F:8])[CH:5]=1.